This data is from Catalyst prediction with 721,799 reactions and 888 catalyst types from USPTO. The task is: Predict which catalyst facilitates the given reaction. (1) Reactant: [NH2:1][CH2:2][C:3]1[CH:8]=[CH:7][C:6]([C:9]2[C:17]3[C:16]([NH2:18])=[N:15][CH:14]=[N:13][C:12]=3[N:11]([S:19]([C:22]3[CH:27]=[CH:26][CH:25]=[CH:24][CH:23]=3)(=[O:21])=[O:20])[CH:10]=2)=[CH:5][CH:4]=1.F[C:29]1[C:36]([C:37]2[O:38][CH:39]=[CH:40][N:41]=2)=[CH:35][C:32]([C:33]#[N:34])=[CH:31][N:30]=1.CCN(CC)CC.O. Product: [NH2:18][C:16]1[C:17]2[C:9]([C:6]3[CH:7]=[CH:8][C:3]([CH2:2][NH:1][C:29]4[C:36]([C:37]5[O:38][CH:39]=[CH:40][N:41]=5)=[CH:35][C:32]([C:33]#[N:34])=[CH:31][N:30]=4)=[CH:4][CH:5]=3)=[CH:10][N:11]([S:19]([C:22]3[CH:23]=[CH:24][CH:25]=[CH:26][CH:27]=3)(=[O:20])=[O:21])[C:12]=2[N:13]=[CH:14][N:15]=1. The catalyst class is: 16. (2) Reactant: [CH:1]1([NH:4][C:5]([NH:7][C:8]2[CH:13]=[CH:12][C:11]([C:14]3[C:15]4[CH2:29][NH:28][CH2:27][C:16]=4[N:17]=[C:18]([N:20]4[CH2:25][CH2:24][O:23][CH2:22][C@@H:21]4[CH3:26])[N:19]=3)=[CH:10][CH:9]=2)=[O:6])[CH2:3][CH2:2]1.CCN(CC)CC.[Br:37][CH2:38][C:39](Br)=[O:40]. Product: [Br:37][CH2:38][C:39]([N:28]1[CH2:29][C:15]2[C:14]([C:11]3[CH:12]=[CH:13][C:8]([NH:7][C:5]([NH:4][CH:1]4[CH2:3][CH2:2]4)=[O:6])=[CH:9][CH:10]=3)=[N:19][C:18]([N:20]3[CH2:25][CH2:24][O:23][CH2:22][C@@H:21]3[CH3:26])=[N:17][C:16]=2[CH2:27]1)=[O:40]. The catalyst class is: 2. (3) Reactant: [CH3:1][N:2](C)[CH2:3][CH2:4][N:5]1[C:28](=[O:29])[N:8]2[CH:9]([C:22]3[CH:27]=[CH:26][CH:25]=[CH:24][CH:23]=3)[C:10]3[NH:11][C:12]4[C:17]([C:18]=3[CH2:19][C:7]2([CH2:30][CH3:31])[C:6]1=[O:32])=[CH:16][C:15]([O:20][CH3:21])=[CH:14][CH:13]=4.CN. Product: [CH2:30]([C:7]12[C:6](=[O:32])[N:5]([CH2:4][CH2:3][NH:2][CH3:1])[C:28](=[O:29])[N:8]1[CH:9]([C:22]1[CH:27]=[CH:26][CH:25]=[CH:24][CH:23]=1)[C:10]1[NH:11][C:12]3[C:17]([C:18]=1[CH2:19]2)=[CH:16][C:15]([O:20][CH3:21])=[CH:14][CH:13]=3)[CH3:31]. The catalyst class is: 7. (4) Reactant: [Cl:1][C:2]1[CH:3]=[C:4]([C@@H:9]([CH2:21][CH:22]2[CH2:27][CH2:26][CH2:25][CH2:24][O:23]2)[C:10](N2[C@@H](C(C)C)COC2=O)=[O:11])[CH:5]=[CH:6][C:7]=1[Cl:8].OO.[OH-].[Li+].S([O-])([O-])=[O:33].[Na+].[Na+].C(=O)(O)[O-].[Na+]. Product: [Cl:1][C:2]1[CH:3]=[C:4]([C@@H:9]([CH2:21][CH:22]2[CH2:27][CH2:26][CH2:25][CH2:24][O:23]2)[C:10]([OH:11])=[O:33])[CH:5]=[CH:6][C:7]=1[Cl:8]. The catalyst class is: 30. (5) Reactant: [NH2:1][C:2]1[N:3]=[CH:4][C:5]([C:8](=[N:10][OH:11])[NH2:9])=[N:6][CH:7]=1.[F:12][C:13]([F:24])([F:23])[C:14](O[C:14](=O)[C:13]([F:24])([F:23])[F:12])=O. Product: [F:12][C:13]([F:24])([F:23])[C:14]1[O:11][N:10]=[C:8]([C:5]2[N:6]=[CH:7][C:2]([NH2:1])=[N:3][CH:4]=2)[N:9]=1. The catalyst class is: 1.